From a dataset of Catalyst prediction with 721,799 reactions and 888 catalyst types from USPTO. Predict which catalyst facilitates the given reaction. (1) Product: [C:1]([O:5][CH:6]([C:11]1[C:12]([CH3:30])=[N:13][C:14]([N:24]2[CH2:25][CH2:26][CH2:27][CH2:28][CH2:29]2)=[N:15][C:16]=1[C:17]1[CH:18]=[CH:19][C:20]([CH3:23])=[CH:21][CH:22]=1)[C:7]([OH:9])=[O:8])([CH3:4])([CH3:3])[CH3:2]. Reactant: [C:1]([O:5][CH:6]([C:11]1[C:12]([CH3:30])=[N:13][C:14]([N:24]2[CH2:29][CH2:28][CH2:27][CH2:26][CH2:25]2)=[N:15][C:16]=1[C:17]1[CH:22]=[CH:21][C:20]([CH3:23])=[CH:19][CH:18]=1)[C:7]([O:9]C)=[O:8])([CH3:4])([CH3:3])[CH3:2].[OH-].[Na+]. The catalyst class is: 98. (2) Reactant: [C:1]([O:5][C:6]([N:8]1[CH2:14][CH2:13][CH2:12][C@H:11]([OH:15])[C@H:10]([NH2:16])[CH2:9]1)=[O:7])([CH3:4])([CH3:3])[CH3:2].[N:17]1[CH:22]=[CH:21][C:20]([C:23](O)=[O:24])=[CH:19][CH:18]=1.CN(C1C=CC=CN=1)C.C1CCC(N=C=NC2CCCCC2)CC1. Product: [C:1]([O:5][C:6]([N:8]1[CH2:14][CH2:13][CH2:12][C@H:11]([OH:15])[C@H:10]([NH:16][C:23]([C:20]2[CH:21]=[CH:22][N:17]=[CH:18][CH:19]=2)=[O:24])[CH2:9]1)=[O:7])([CH3:4])([CH3:2])[CH3:3]. The catalyst class is: 34. (3) Reactant: [F:1][C:2]1[CH:3]=[C:4]2[C:8](=[CH:9][CH:10]=1)[NH:7][C:6](=[O:11])[CH2:5]2.C[Si]([N-][Si](C)(C)C)(C)C.[Li+].[CH2:22]([CH:24]1[C:32]2[CH:31]=[C:30]([C:33]([F:36])([F:35])[F:34])[N:29]=[CH:28][C:27]=2[C:26](=O)[O:25]1)[CH3:23].Cl. Product: [CH2:22]([CH:24]1[C:32]2[CH:31]=[C:30]([C:33]([F:36])([F:35])[F:34])[N:29]=[CH:28][C:27]=2[C:26](=[C:5]2[C:4]3[C:8](=[CH:9][CH:10]=[C:2]([F:1])[CH:3]=3)[NH:7][C:6]2=[O:11])[O:25]1)[CH3:23]. The catalyst class is: 1. (4) Reactant: [NH2:1][C:2]1([CH2:20][CH2:21][OH:22])[C:15]2[CH:14]=[C:13]([O:16][CH3:17])[CH:12]=[C:11]([F:18])[C:10]=2[O:9][C:8]2[C:3]1=[CH:4][C:5]([Br:19])=[CH:6][CH:7]=2.[C:23]([N:31]=[C:32]=[S:33])(=[O:30])[C:24]1[CH:29]=[CH:28][CH:27]=[CH:26][CH:25]=1. Product: [Br:19][C:5]1[CH:4]=[C:3]2[C:8]([O:9][C:10]3[C:11]([F:18])=[CH:12][C:13]([O:16][CH3:17])=[CH:14][C:15]=3[C:2]2([NH:1][C:32]([NH:31][C:23](=[O:30])[C:24]2[CH:25]=[CH:26][CH:27]=[CH:28][CH:29]=2)=[S:33])[CH2:20][CH2:21][OH:22])=[CH:7][CH:6]=1. The catalyst class is: 1.